From a dataset of Retrosynthesis with 50K atom-mapped reactions and 10 reaction types from USPTO. Predict the reactants needed to synthesize the given product. (1) Given the product CC(Cl)c1ccc(OCC(N)=O)c(C#N)c1, predict the reactants needed to synthesize it. The reactants are: CC(Cl)c1ccc(O)c(C#N)c1.NC(=O)CBr. (2) Given the product Clc1nc(NCc2ccccc2)c2scc(Br)c2n1, predict the reactants needed to synthesize it. The reactants are: Clc1nc(Cl)c2scc(Br)c2n1.NCc1ccccc1. (3) Given the product Fc1ccc(Nc2ncnc3ccc(-c4cccs4)cc23)cc1Cl, predict the reactants needed to synthesize it. The reactants are: CC(C)OB(OC(C)C)c1cccs1.Fc1ccc(Nc2ncnc3ccc(Br)cc23)cc1Cl.